This data is from Reaction yield outcomes from USPTO patents with 853,638 reactions. The task is: Predict the reaction yield, written as a fraction of the theoretical maximum amount of product (1.0 means a 100% yield; for example, 0.34 means a 34% yield). (1) The reactants are F[C:2]1[CH:7]=[CH:6][C:5]([N+:8]([O-:10])=[O:9])=[CH:4][CH:3]=1.[C:11]([C:13]([C:16]1[CH:17]=[C:18]([CH:30]=[CH:31][CH:32]=1)[C:19]([NH:21][C:22]1[CH:27]=[C:26]([OH:28])[CH:25]=[CH:24][C:23]=1[CH3:29])=[O:20])([CH3:15])[CH3:14])#[N:12].C(=O)([O-])[O-].[K+].[K+]. The catalyst is CN(C)C=O. The product is [C:11]([C:13]([C:16]1[CH:17]=[C:18]([CH:30]=[CH:31][CH:32]=1)[C:19]([NH:21][C:22]1[CH:27]=[C:26]([O:28][C:2]2[CH:7]=[CH:6][C:5]([N+:8]([O-:10])=[O:9])=[CH:4][CH:3]=2)[CH:25]=[CH:24][C:23]=1[CH3:29])=[O:20])([CH3:15])[CH3:14])#[N:12]. The yield is 0.970. (2) The reactants are [CH3:1][NH2:2].C(O[C:6](=[O:42])[CH2:7][CH:8]([NH:21][CH2:22][CH2:23][N:24]([CH2:32][C:33]1[CH:41]=[CH:40][C:36]2[O:37][CH2:38][O:39][C:35]=2[CH:34]=1)[C:25]([O:27][C:28]([CH3:31])([CH3:30])[CH3:29])=[O:26])[C:9]1[CH:14]=[C:13]([CH3:15])[N:12]=[C:11]([N:16]2[CH:20]=[CH:19][N:18]=[CH:17]2)[N:10]=1)C. The catalyst is C1COCC1. The product is [C:28]([O:27][C:25](=[O:26])[N:24]([CH2:32][C:33]1[CH:41]=[CH:40][C:36]2[O:37][CH2:38][O:39][C:35]=2[CH:34]=1)[CH2:23][CH2:22][NH:21][CH:8]([C:9]1[CH:14]=[C:13]([CH3:15])[N:12]=[C:11]([N:16]2[CH:20]=[CH:19][N:18]=[CH:17]2)[N:10]=1)[CH2:7][C:6](=[O:42])[NH:2][CH3:1])([CH3:31])([CH3:30])[CH3:29]. The yield is 0.960. (3) The yield is 0.440. The catalyst is C1(C)C=CC=CC=1.CCO.O.C1C=CC([P]([Pd]([P](C2C=CC=CC=2)(C2C=CC=CC=2)C2C=CC=CC=2)([P](C2C=CC=CC=2)(C2C=CC=CC=2)C2C=CC=CC=2)[P](C2C=CC=CC=2)(C2C=CC=CC=2)C2C=CC=CC=2)(C2C=CC=CC=2)C2C=CC=CC=2)=CC=1. The product is [Cl:1][C:2]1[CH:3]=[C:4]([NH:9][C:10](=[O:22])[CH:11]([C:15]2[CH:20]=[CH:19][C:18]([C:29]3[CH:28]=[CH:27][CH:26]=[C:25]([C:23]#[N:24])[CH:30]=3)=[CH:17][CH:16]=2)[CH2:12][CH:13]=[CH2:14])[CH:5]=[C:6]([Cl:8])[CH:7]=1. The reactants are [Cl:1][C:2]1[CH:3]=[C:4]([NH:9][C:10](=[O:22])[CH:11]([C:15]2[CH:20]=[CH:19][C:18](Br)=[CH:17][CH:16]=2)[CH2:12][CH:13]=[CH2:14])[CH:5]=[C:6]([Cl:8])[CH:7]=1.[C:23]([C:25]1[CH:26]=[C:27](B(O)O)[CH:28]=[CH:29][CH:30]=1)#[N:24].C([O-])([O-])=O.[Na+].[Na+]. (4) The reactants are Br[C:2]1[C:24](=[O:25])[N:23]([CH:26]2[CH2:30][CH2:29][CH2:28][CH2:27]2)[C:5]2[N:6]=[C:7]([NH:10][C:11]3[CH:16]=[CH:15][C:14]([N:17]4[CH2:22]COCC4)=[CH:13][N:12]=3)[N:8]=[CH:9][C:4]=2[C:3]=1[CH3:31].C([Sn](CCCC)(CCCC)[C:37]([O:39][CH2:40][CH3:41])=[CH2:38])CCC.[C:50]1(C)[CH:55]=CC=[CH:52][CH:51]=1. The catalyst is C1C=CC([P]([Pd]([P](C2C=CC=CC=2)(C2C=CC=CC=2)C2C=CC=CC=2)([P](C2C=CC=CC=2)(C2C=CC=CC=2)C2C=CC=CC=2)[P](C2C=CC=CC=2)(C2C=CC=CC=2)C2C=CC=CC=2)(C2C=CC=CC=2)C2C=CC=CC=2)=CC=1. The product is [CH:26]1([N:23]2[C:5]3[N:6]=[C:7]([NH:10][C:11]4[N:12]=[CH:13][C:14]([N:17]5[CH2:22][CH2:52][CH2:51][CH2:50][CH2:55]5)=[CH:15][CH:16]=4)[N:8]=[CH:9][C:4]=3[C:3]([CH3:31])=[C:2]([C:37]([O:39][CH2:40][CH3:41])=[CH2:38])[C:24]2=[O:25])[CH2:30][CH2:29][CH2:28][CH2:27]1. The yield is 0.592. (5) The reactants are [Cl:1][C:2]1[C:7]([C:8]2[CH:13]=[CH:12][CH:11]=[C:10]([CH2:14][CH3:15])[CH:9]=2)=[C:6]([C:16]([C@@H:24]2[CH2:29][CH2:28][CH2:27][N:26](C(OC(C)(C)C)=O)[CH2:25]2)([OH:23])[CH2:17][CH2:18][CH2:19][CH2:20][CH2:21][OH:22])[CH:5]=[CH:4][CH:3]=1.Cl. The catalyst is CC#N. The product is [Cl:1][C:2]1[C:7]([C:8]2[CH:13]=[CH:12][CH:11]=[C:10]([CH2:14][CH3:15])[CH:9]=2)=[C:6]([C:16]([C@@H:24]2[CH2:29][CH2:28][CH2:27][NH:26][CH2:25]2)([OH:23])[CH2:17][CH2:18][CH2:19][CH2:20][CH2:21][OH:22])[CH:5]=[CH:4][CH:3]=1. The yield is 0.960. (6) The reactants are Br[C:2]1[CH:3]=[C:4]([N:8]2[C:12]3=[N:13][C:14]([CH:17]4[CH2:19][CH2:18]4)=[N:15][CH:16]=[C:11]3[C:10]([C:20]([O:22][CH2:23][CH3:24])=[O:21])=[N:9]2)[CH:5]=[CH:6][CH:7]=1.[C:25]([C@:27]1([OH:34])[CH2:31][CH2:30][N:29]([CH3:32])[C:28]1=[O:33])#[CH:26]. No catalyst specified. The product is [CH:17]1([C:14]2[N:13]=[C:12]3[N:8]([C:4]4[CH:5]=[CH:6][CH:7]=[C:2]([C:26]#[C:25][C@:27]5([OH:34])[CH2:31][CH2:30][N:29]([CH3:32])[C:28]5=[O:33])[CH:3]=4)[N:9]=[C:10]([C:20]([O:22][CH2:23][CH3:24])=[O:21])[C:11]3=[CH:16][N:15]=2)[CH2:19][CH2:18]1. The yield is 0.870.